From a dataset of Catalyst prediction with 721,799 reactions and 888 catalyst types from USPTO. Predict which catalyst facilitates the given reaction. (1) Reactant: Cl.[N:2]1([C:12]([O:14][C:15]([CH3:18])([CH3:17])[CH3:16])=[O:13])[CH2:7][CH2:6][NH:5][CH:4]([C:8]([O:10][CH3:11])=[O:9])[CH2:3]1.C(N(CC)CC)C.[CH:26]1([C:29](Cl)=[O:30])[CH2:28][CH2:27]1. Product: [CH:26]1([C:29]([N:5]2[CH2:6][CH2:7][N:2]([C:12]([O:14][C:15]([CH3:18])([CH3:17])[CH3:16])=[O:13])[CH2:3][CH:4]2[C:8]([O:10][CH3:11])=[O:9])=[O:30])[CH2:28][CH2:27]1. The catalyst class is: 4. (2) Reactant: [OH:1][C:2]1[CH:10]=[CH:9][C:5]([C:6]([OH:8])=[O:7])=[CH:4][C:3]=1[C:11]([F:14])([F:13])[F:12].C(=O)([O-])[O-].[K+].[K+].CN(C=O)C.[CH2:26](Cl)[C:27]1[CH:32]=[CH:31][CH:30]=[CH:29][CH:28]=1. Product: [CH2:26]([O:1][C:2]1[CH:10]=[CH:9][C:5]([C:6]([OH:8])=[O:7])=[CH:4][C:3]=1[C:11]([F:12])([F:13])[F:14])[C:27]1[CH:32]=[CH:31][CH:30]=[CH:29][CH:28]=1. The catalyst class is: 6. (3) The catalyst class is: 516. Product: [CH2:11]([N:8]1[N:9]=[C:10]2[C:2]([C:31]3[S:30][CH:29]=[CH:33][CH:32]=3)=[CH:3][CH:4]=[C:5]([C:29]3[S:30][CH:31]=[CH:32][CH:33]=3)[C:6]2=[N:7]1)[CH2:12][CH2:13][CH2:14][CH2:15][CH2:16][CH2:17][CH2:18][CH2:19][CH2:20][CH2:21][CH3:22]. Reactant: Br[C:2]1[C:10]2[C:6](=[N:7][N:8]([CH2:11][CH2:12][CH2:13][CH2:14][CH2:15][CH2:16][CH2:17][CH2:18][CH2:19][CH2:20][CH2:21][CH3:22])[N:9]=2)[C:5](Br)=[CH:4][CH:3]=1.C([Sn](CCCC)(CCCC)[C:29]1[S:30][CH:31]=[CH:32][CH:33]=1)CCC.